Dataset: Catalyst prediction with 721,799 reactions and 888 catalyst types from USPTO. Task: Predict which catalyst facilitates the given reaction. (1) Reactant: [C:1]([C:3]1[CH:8]=[CH:7][C:6]([NH:9][CH:10]([C:19]2[CH:24]=[C:23]([O:25][CH2:26][CH3:27])[C:22]([O:28][CH2:29][CH3:30])=[CH:21][C:20]=2[OH:31])[CH2:11][NH:12][S:13]([CH2:16][CH2:17][CH3:18])(=[O:15])=[O:14])=[CH:5][CH:4]=1)#[N:2].C(=O)(O)[O-].Br[CH2:37][C:38]([O:40][CH2:41][CH3:42])=[O:39]. Product: [CH2:41]([O:40][C:38](=[O:39])[CH2:37][O:31][C:20]1[CH:21]=[C:22]([O:28][CH2:29][CH3:30])[C:23]([O:25][CH2:26][CH3:27])=[CH:24][C:19]=1[CH:10]([NH:9][C:6]1[CH:7]=[CH:8][C:3]([C:1]#[N:2])=[CH:4][CH:5]=1)[CH2:11][NH:12][S:13]([CH2:16][CH2:17][CH3:18])(=[O:15])=[O:14])[CH3:42]. The catalyst class is: 9. (2) Reactant: P(F)(F)(F)(F)F.N1(OC(N(C)C)=[N+](C)C)C2N=CC=CC=2N=N1.C(N(C(C)C)CC)(C)C.[OH:33][C:34]1[CH:42]=[C:41]([OH:43])[CH:40]=[CH:39][C:35]=1[C:36]([OH:38])=O.[Cl:44][C:45]1[CH:46]=[C:47]([CH:52]2[CH2:56][CH2:55][CH2:54][NH:53]2)[CH:48]=[C:49]([Cl:51])[CH:50]=1.C([O-])(O)=O.[Na+]. Product: [Cl:51][C:49]1[CH:48]=[C:47]([CH:52]2[CH2:56][CH2:55][CH2:54][N:53]2[C:36]([C:35]2[CH:39]=[CH:40][C:41]([OH:43])=[CH:42][C:34]=2[OH:33])=[O:38])[CH:46]=[C:45]([Cl:44])[CH:50]=1. The catalyst class is: 3.